This data is from Catalyst prediction with 721,799 reactions and 888 catalyst types from USPTO. The task is: Predict which catalyst facilitates the given reaction. (1) Reactant: [F:1][C:2]1[CH:7]=[CH:6][C:5]([NH:8][C@H:9]([C:35]2[CH:49]=[CH:48][C:38]([O:39][CH2:40][C:41]([O:43][C:44]([CH3:47])([CH3:46])[CH3:45])=[O:42])=[CH:37][CH:36]=2)[CH:10]([S:25][CH2:26][C:27]2[CH:32]=[CH:31][C:30]([O:33][CH3:34])=[CH:29][CH:28]=2)[C:11](=[O:24])N2[C@@H](C3C=CC=CC=3)COC2=O)=[CH:4][CH:3]=1.C/C(/O[Si](C)(C)C)=N\[Si](C)(C)C.[F-].C([N+](CCCC)(CCCC)CCCC)CCC. Product: [F:1][C:2]1[CH:3]=[CH:4][C:5]([N:8]2[C:11](=[O:24])[C@H:10]([S:25][CH2:26][C:27]3[CH:32]=[CH:31][C:30]([O:33][CH3:34])=[CH:29][CH:28]=3)[C@H:9]2[C:35]2[CH:36]=[CH:37][C:38]([O:39][CH2:40][C:41]([O:43][C:44]([CH3:45])([CH3:46])[CH3:47])=[O:42])=[CH:48][CH:49]=2)=[CH:6][CH:7]=1. The catalyst class is: 11. (2) Reactant: Cl.CO.C(OC([N:11](C(OC(C)(C)C)=O)[C:12]1[C:13]([C:30]2[O:34][N:33]=[C:32]([C:35]3[CH:40]=[CH:39][C:38]([C@@H:41]4[CH2:46][O:45][CH2:44][CH2:43][N:42]4C(OC(C)(C)C)=O)=[CH:37][CH:36]=3)[CH:31]=2)=[N:14][C:15]([C:18]2[CH:23]=[CH:22][C:21]([S:24]([CH:27]([CH3:29])[CH3:28])(=[O:26])=[O:25])=[CH:20][CH:19]=2)=[CH:16][N:17]=1)=O)(C)(C)C. Product: [CH:27]([S:24]([C:21]1[CH:22]=[CH:23][C:18]([C:15]2[N:14]=[C:13]([C:30]3[O:34][N:33]=[C:32]([C:35]4[CH:40]=[CH:39][C:38]([C@@H:41]5[CH2:46][O:45][CH2:44][CH2:43][NH:42]5)=[CH:37][CH:36]=4)[CH:31]=3)[C:12]([NH2:11])=[N:17][CH:16]=2)=[CH:19][CH:20]=1)(=[O:26])=[O:25])([CH3:29])[CH3:28]. The catalyst class is: 4. (3) Reactant: [O:1]1[C:5]2([CH2:10][CH2:9][CH:8]([CH:11]3[CH2:16][CH2:15][C:14](=[O:17])[CH2:13][CH2:12]3)[CH2:7][CH2:6]2)[O:4][CH2:3][CH2:2]1.Br[CH2:19][CH2:20][CH2:21][C:22]1[CH:27]=[CH:26][CH:25]=[CH:24][CH:23]=1.[Mg].[Cl-].[NH4+].Cl. Product: [O:1]1[C:5]2([CH2:6][CH2:7][CH:8]([CH:11]3[CH2:16][CH2:15][C:14]([C:25]4[CH:26]=[CH:27][C:22]([CH2:21][CH2:20][CH3:19])=[CH:23][CH:24]=4)([OH:17])[CH2:13][CH2:12]3)[CH2:9][CH2:10]2)[O:4][CH2:3][CH2:2]1. The catalyst class is: 1. (4) Reactant: [CH3:1][N:2]1[C:6]2[CH:7]=[C:8]([O:11][C:12]3[CH:17]=[CH:16][CH:15]=[C:14]([C:18]([F:21])([F:20])[F:19])[CH:13]=3)[CH:9]=[CH:10][C:5]=2[N:4]=[C:3]1[CH2:22][OH:23].O[C:25]1[CH:26]=[C:27]([CH:32]=[CH:33][CH:34]=1)[C:28]([O:30][CH3:31])=[O:29].C(P(CCCC)CCCC)CCC.N(C(N1CCCCC1)=O)=NC(N1CCCCC1)=O. Product: [CH3:1][N:2]1[C:6]2[CH:7]=[C:8]([O:11][C:12]3[CH:17]=[CH:16][CH:15]=[C:14]([C:18]([F:19])([F:21])[F:20])[CH:13]=3)[CH:9]=[CH:10][C:5]=2[N:4]=[C:3]1[CH2:22][O:23][C:25]1[CH:26]=[C:27]([CH:32]=[CH:33][CH:34]=1)[C:28]([O:30][CH3:31])=[O:29]. The catalyst class is: 4. (5) Reactant: [C:1](=[O:6])=[N:2][C:3](Cl)=[O:4].[CH:7]1([NH:13][C:14]2[CH:23]=[C:22]3[C:17]([C:18](=[O:32])[C:19]([CH2:29][NH:30][OH:31])=[CH:20][N:21]3[CH:24]3[CH2:28][CH2:27][CH2:26][CH2:25]3)=[CH:16][C:15]=2[F:33])[CH2:12][CH2:11][CH2:10][CH2:9][CH2:8]1.Cl. Product: [CH:7]1([NH:13][C:14]2[CH:23]=[C:22]3[C:17]([C:18](=[O:32])[C:19]([CH2:29][N:30]4[C:3](=[O:4])[NH:2][C:1](=[O:6])[O:31]4)=[CH:20][N:21]3[CH:24]3[CH2:28][CH2:27][CH2:26][CH2:25]3)=[CH:16][C:15]=2[F:33])[CH2:8][CH2:9][CH2:10][CH2:11][CH2:12]1. The catalyst class is: 1.